From a dataset of Full USPTO retrosynthesis dataset with 1.9M reactions from patents (1976-2016). Predict the reactants needed to synthesize the given product. (1) Given the product [ClH:1].[ClH:1].[NH2:19][C@@H:17]([CH3:18])[C@@H:16]([C:27]1[CH:28]=[N:29][C:30]2[C:35]([CH:36]=1)=[CH:34][CH:33]=[CH:32][CH:31]=2)[OH:15], predict the reactants needed to synthesize it. The reactants are: [ClH:1].N[C@@H](C)[C@@H](C1C=CC(SC)=CC=1)O.[O:15]=[C:16]([C:27]1[CH:28]=[N:29][C:30]2[C:35]([CH:36]=1)=[CH:34][CH:33]=[CH:32][CH:31]=2)[C@@H:17]([NH:19]C(=O)OC(C)(C)C)[CH3:18].CC(C)[O-].[Al+3].CC(C)[O-].CC(C)[O-].CC(O)C. (2) Given the product [CH:1]1([C:4]2[CH:5]=[C:6]([CH3:39])[C:7]([N:10]3[CH2:11][CH2:12][N:13]([C:16]([C:18]4[CH:23]=[CH:22][C:21]([N:24]5[C@H:28]([CH2:29][O:30][CH3:40])[CH2:27][O:26][C:25]5=[O:31])=[CH:20][C:19]=4[N:32]4[CH2:36][CH2:35][CH2:34][S:33]4(=[O:37])=[O:38])=[O:17])[CH2:14][CH2:15]3)=[N:8][CH:9]=2)[CH2:3][CH2:2]1, predict the reactants needed to synthesize it. The reactants are: [CH:1]1([C:4]2[CH:5]=[C:6]([CH3:39])[C:7]([N:10]3[CH2:15][CH2:14][N:13]([C:16]([C:18]4[CH:23]=[CH:22][C:21]([N:24]5[C@H:28]([CH2:29][OH:30])[CH2:27][O:26][C:25]5=[O:31])=[CH:20][C:19]=4[N:32]4[CH2:36][CH2:35][CH2:34][S:33]4(=[O:38])=[O:37])=[O:17])[CH2:12][CH2:11]3)=[N:8][CH:9]=2)[CH2:3][CH2:2]1.[CH3:40]I. (3) Given the product [CH3:1][O:2][C:3](=[O:16])[CH:4]=[CH:5][C:6]1[CH:11]=[CH:10][C:9]([NH:21][CH2:20][CH2:19][N:18]([CH3:22])[CH3:17])=[C:8]([N+:13]([O-:15])=[O:14])[CH:7]=1, predict the reactants needed to synthesize it. The reactants are: [CH3:1][O:2][C:3](=[O:16])[CH:4]=[CH:5][C:6]1[CH:11]=[CH:10][C:9](Cl)=[C:8]([N+:13]([O-:15])=[O:14])[CH:7]=1.[CH3:17][N:18]([CH3:22])[CH2:19][CH2:20][NH2:21].C(N(CC)CC)C. (4) Given the product [C:11]([O:10][CH2:9][CH2:8][CH2:7][CH2:6][CH2:5][CH2:4][N:1]=[N+:2]=[N-:3])(=[O:15])[C:12]([CH3:14])=[CH2:13], predict the reactants needed to synthesize it. The reactants are: [N:1]([CH2:4][CH2:5][CH2:6][CH2:7][CH2:8][CH2:9][OH:10])=[N+:2]=[N-:3].[C:11](O)(=[O:15])[C:12]([CH3:14])=[CH2:13].C1(N=C=NC2CCCCC2)CCCCC1. (5) Given the product [CH3:2][N:3]([CH2:12][C:13]1[CH:14]=[CH:15][C:16]2[S:17][CH2:18][C:19](=[O:23])[NH:20][C:21]=2[N:22]=1)[C:4]([CH:6]1[O:11][CH2:10][CH2:9][N:8]([CH2:34][CH2:33][C:35]2[C:44]3[C:39](=[CH:40][CH:41]=[C:42]([O:45][CH3:46])[N:43]=3)[N:38]=[CH:37][CH:36]=2)[CH2:7]1)=[O:5], predict the reactants needed to synthesize it. The reactants are: Cl.[CH3:2][N:3]([CH2:12][C:13]1[CH:14]=[CH:15][C:16]2[S:17][CH2:18][C:19](=[O:23])[NH:20][C:21]=2[N:22]=1)[C:4]([CH:6]1[O:11][CH2:10][CH2:9][NH:8][CH2:7]1)=[O:5].CCN(C(C)C)C(C)C.[CH:33]([C:35]1[CH:36]=[CH:37][N:38]=[C:39]2[C:44]=1[N:43]=[C:42]([O:45][CH3:46])[CH:41]=[CH:40]2)=[CH2:34]. (6) Given the product [F:1][C@H:2]1[C@@H:7]([CH2:8][O:9][C:10]2[CH:11]=[CH:12][C:13]([S:16]([N:17]([CH2:28][CH:29]([CH3:31])[CH3:30])[C:18]3[C:23]([CH3:24])=[CH:22][C:21]([CH:25]([CH3:26])[CH3:27])=[CH:20][N:19]=3)(=[O:32])=[O:33])=[CH:14][CH:15]=2)[CH2:6][CH2:5][NH:4][CH2:3]1, predict the reactants needed to synthesize it. The reactants are: [F:1][C@H:2]1[C@@H:7]([CH2:8][O:9][C:10]2[CH:15]=[CH:14][C:13]([S:16](=[O:33])(=[O:32])[N:17]([CH2:28][CH:29]([CH3:31])[CH3:30])[C:18]3[C:23]([CH3:24])=[CH:22][C:21]([CH:25]([CH3:27])[CH3:26])=[CH:20][N:19]=3)=[CH:12][CH:11]=2)[CH2:6][CH2:5][N:4](C(OC(C)(C)C)=O)[CH2:3]1.ClCCl.